From a dataset of Reaction yield outcomes from USPTO patents with 853,638 reactions. Predict the reaction yield, written as a fraction of the theoretical maximum amount of product (1.0 means a 100% yield; for example, 0.34 means a 34% yield). (1) The reactants are [ClH:1].CCOCC.[CH3:7][O:8][C:9]1[CH:14]=[CH:13][C:12]([C:15]2[CH:20]=[CH:19][N:18]([C:21]3[CH:22]=[CH:23][C:24]4[C:25]5[CH2:34][NH:33][CH2:32][CH2:31][C:26]=5[N:27]([CH3:30])[C:28]=4[CH:29]=3)[C:17](=[O:35])[CH:16]=2)=[C:11]([CH3:36])[CH:10]=1. The catalyst is C(Cl)Cl. The product is [ClH:1].[CH3:7][O:8][C:9]1[CH:14]=[CH:13][C:12]([C:15]2[CH:20]=[CH:19][N:18]([C:21]3[CH:22]=[CH:23][C:24]4[C:25]5[CH2:34][NH:33][CH2:32][CH2:31][C:26]=5[N:27]([CH3:30])[C:28]=4[CH:29]=3)[C:17](=[O:35])[CH:16]=2)=[C:11]([CH3:36])[CH:10]=1. The yield is 0.850. (2) The reactants are [Cl:1][C:2]1[CH:3]=[C:4]([CH:33]=[C:34]([Cl:36])[CH:35]=1)[O:5][C:6]1[CH:11]=[CH:10][C:9]([C:12]([N:14]([CH3:16])[CH3:15])=[O:13])=[CH:8][C:7]=1[S:17]([N:20]1[CH2:25][CH2:24][N:23](C(OC(C)(C)C)=O)[CH2:22][CH2:21]1)(=[O:19])=[O:18].Cl.O1CCOCC1. The catalyst is C(Cl)Cl. The product is [ClH:1].[Cl:1][C:2]1[CH:3]=[C:4]([CH:33]=[C:34]([Cl:36])[CH:35]=1)[O:5][C:6]1[CH:11]=[CH:10][C:9]([C:12]([N:14]([CH3:15])[CH3:16])=[O:13])=[CH:8][C:7]=1[S:17]([N:20]1[CH2:21][CH2:22][NH:23][CH2:24][CH2:25]1)(=[O:18])=[O:19]. The yield is 0.376. (3) The reactants are Br[C:2]1[CH:3]=[C:4]2[C:8]3=[C:9]([CH2:11][CH2:12][N:7]3[C@H:6]3[CH2:13][CH2:14][N:15]([C:17]([O:19][C:20]([CH3:23])([CH3:22])[CH3:21])=[O:18])[CH2:16][C@@H:5]23)[CH:10]=1.[CH2:24]([O:26][C:27]1[CH:32]=[CH:31][C:30](B(O)O)=[C:29]([C:36]([F:39])([F:38])[F:37])[CH:28]=1)[CH3:25]. The catalyst is COCCOC.O.C1C=CC([P]([Pd]([P](C2C=CC=CC=2)(C2C=CC=CC=2)C2C=CC=CC=2)([P](C2C=CC=CC=2)(C2C=CC=CC=2)C2C=CC=CC=2)[P](C2C=CC=CC=2)(C2C=CC=CC=2)C2C=CC=CC=2)(C2C=CC=CC=2)C2C=CC=CC=2)=CC=1. The product is [CH2:24]([O:26][C:27]1[CH:32]=[CH:31][C:30]([C:2]2[CH:3]=[C:4]3[C:8]4=[C:9]([CH2:11][CH2:12][N:7]4[C@H:6]4[CH2:13][CH2:14][N:15]([C:17]([O:19][C:20]([CH3:21])([CH3:22])[CH3:23])=[O:18])[CH2:16][C@@H:5]34)[CH:10]=2)=[C:29]([C:36]([F:37])([F:38])[F:39])[CH:28]=1)[CH3:25]. The yield is 0.570. (4) The yield is 0.520. The catalyst is CO. The reactants are Cl.[CH3:2][NH:3][OH:4].C[O-].[Na+].[O:8]([C:15]1[CH:16]=[C:17]2[C:22](=[CH:23][CH:24]=1)[O:21][CH:20]([C:25]1[CH:30]=[CH:29][CH:28]=[CH:27][CH:26]=1)[CH2:19]/[C:18]/2=[N:31]/[C:32]#[N:33])[C:9]1[CH:14]=[CH:13][CH:12]=[CH:11][CH:10]=1. The product is [CH3:2][N:3]1[C:32]([NH2:33])=[N:31][C:18]2([C:17]3[C:22](=[CH:23][CH:24]=[C:15]([O:8][C:9]4[CH:14]=[CH:13][CH:12]=[CH:11][CH:10]=4)[CH:16]=3)[O:21][CH:20]([C:25]3[CH:26]=[CH:27][CH:28]=[CH:29][CH:30]=3)[CH2:19]2)[O:4]1. (5) The reactants are [C:1]1([C:7]2[C:8]([CH:27]=O)=[CH:9][N:10]([S:18]([C:21]3[CH:26]=[CH:25][CH:24]=[CH:23][CH:22]=3)(=[O:20])=[O:19])[C:11]=2[C:12]2[CH:17]=[CH:16][CH:15]=[CH:14][CH:13]=2)[CH:6]=[CH:5][CH:4]=[CH:3][CH:2]=1.CO.[CH3:31][NH2:32].[BH4-].[Na+]. The catalyst is CO.O1CCCC1. The product is [C:1]1([C:7]2[C:8]([CH2:27][NH:32][CH3:31])=[CH:9][N:10]([S:18]([C:21]3[CH:26]=[CH:25][CH:24]=[CH:23][CH:22]=3)(=[O:20])=[O:19])[C:11]=2[C:12]2[CH:17]=[CH:16][CH:15]=[CH:14][CH:13]=2)[CH:6]=[CH:5][CH:4]=[CH:3][CH:2]=1. The yield is 0.870. (6) The reactants are Cl[C:2]1[N:7]2[N:8]=[CH:9][CH:10]=[C:6]2[N:5]=[C:4]([NH:11][C:12](=[O:23])[C:13]2[CH:18]=[CH:17][C:16]([C:19]([OH:22])([CH3:21])[CH3:20])=[CH:15][CH:14]=2)[CH:3]=1.[NH:24]1[CH2:27][CH:26]([OH:28])[CH2:25]1. The catalyst is CN1C(=O)CCC1.CS(C)=O.CO. The product is [OH:28][CH:26]1[CH2:27][N:24]([C:2]2[N:7]3[N:8]=[CH:9][CH:10]=[C:6]3[N:5]=[C:4]([NH:11][C:12](=[O:23])[C:13]3[CH:18]=[CH:17][C:16]([C:19]([OH:22])([CH3:21])[CH3:20])=[CH:15][CH:14]=3)[CH:3]=2)[CH2:25]1. The yield is 0.320. (7) The reactants are C(OC([N:8]1[C:16]2[C:11](=[CH:12][C:13]([CH2:17][CH:18]([C:39]([O:41]C)=[O:40])[NH:19][C:20]([N:22]3[CH2:27][CH2:26][CH:25]([N:28]4[CH2:37][C:36]5[C:31](=[CH:32][CH:33]=[CH:34][CH:35]=5)[NH:30][C:29]4=[O:38])[CH2:24][CH2:23]3)=[O:21])=[CH:14][CH:15]=2)[CH:10]=[N:9]1)=O)(C)(C)C.O.[OH-].[Li+]. The catalyst is O1CCCC1.CO.O. The product is [NH:8]1[C:16]2[C:11](=[CH:12][C:13]([CH2:17][CH:18]([NH:19][C:20]([N:22]3[CH2:27][CH2:26][CH:25]([N:28]4[CH2:37][C:36]5[C:31](=[CH:32][CH:33]=[CH:34][CH:35]=5)[NH:30][C:29]4=[O:38])[CH2:24][CH2:23]3)=[O:21])[C:39]([OH:41])=[O:40])=[CH:14][CH:15]=2)[CH:10]=[N:9]1. The yield is 0.800. (8) The reactants are Br[C:2]1[CH:3]=[CH:4][C:5]2[C:11]3[S:12][C:13]([C:15]([N:17]([C:19]4[CH:24]=[C:23]([C:25](=[O:31])[NH:26][CH2:27][C@@H:28]([OH:30])[CH3:29])[CH:22]=[CH:21][C:20]=4[Cl:32])[CH3:18])=[O:16])=[CH:14][C:10]=3[CH2:9][CH2:8][O:7][C:6]=2[CH:33]=1.CC1(C)C2C(=C(P(C3C=CC=CC=3)C3C=CC=CC=3)C=CC=2)[O:55][C:37]2C(P(C3C=CC=CC=3)C3C=CC=CC=3)=CC=CC1=2.[CH3:76][S:77]([CH2:80][CH2:81][NH2:82])(=[O:79])=[O:78].Cl.C([O-])([O-])=O.[Na+].[Na+]. The catalyst is C1(C)C=CC=CC=1.CN(C=O)C.CC([O-])=O.CC([O-])=O.[Pd+2]. The product is [Cl:32][C:20]1[CH:21]=[CH:22][C:23]([C:25](=[O:31])[NH:26][CH2:27][C@@H:28]([OH:30])[CH3:29])=[CH:24][C:19]=1[N:17]([CH3:18])[C:15]([C:13]1[S:12][C:11]2[C:5]3[CH:4]=[CH:3][C:2]([C:37]([NH:82][CH2:81][CH2:80][S:77]([CH3:76])(=[O:79])=[O:78])=[O:55])=[CH:33][C:6]=3[O:7][CH2:8][CH2:9][C:10]=2[CH:14]=1)=[O:16]. The yield is 0.420. (9) The reactants are [NH2:1][C:2](=[O:42])[CH2:3][C:4]1[CH:41]=[CH:40][CH:39]=[CH:38][C:5]=1[CH2:6][CH2:7][C:8]1[C:13]([C:14]([F:17])([F:16])[F:15])=[CH:12][N:11]=[C:10]([NH:18][C:19]2[CH:24]=[CH:23][C:22]([CH:25]3[CH2:30][CH2:29][CH2:28][N:27](C(OC(C)(C)C)=O)[CH2:26]3)=[CH:21][CH:20]=2)[N:9]=1.FC(F)(F)C(O)=O. The catalyst is C(Cl)Cl. The product is [NH:27]1[CH2:28][CH2:29][CH2:30][CH:25]([C:22]2[CH:23]=[CH:24][C:19]([NH:18][C:10]3[N:9]=[C:8]([CH2:7][CH2:6][C:5]4[CH:38]=[CH:39][CH:40]=[CH:41][C:4]=4[CH2:3][C:2]([NH2:1])=[O:42])[C:13]([C:14]([F:17])([F:15])[F:16])=[CH:12][N:11]=3)=[CH:20][CH:21]=2)[CH2:26]1. The yield is 0.720. (10) The catalyst is C(O)(=O)C.O. The yield is 0.810. The reactants are [NH2:1][C:2]1[CH:7]=[CH:6][C:5]([Br:8])=[CH:4][C:3]=1[NH:9][C:10]1[CH:15]=[CH:14][N:13]=[C:12]([NH2:16])[N:11]=1.[Cl:17][C:18]([Cl:25])([Cl:24])[CH2:19]C(=N)OC. The product is [Br:8][C:5]1[CH:6]=[CH:7][C:2]2[N:1]=[C:19]([C:18]([Cl:25])([Cl:24])[Cl:17])[N:9]([C:10]3[CH:15]=[CH:14][N:13]=[C:12]([NH2:16])[N:11]=3)[C:3]=2[CH:4]=1.